Task: Predict the reactants needed to synthesize the given product.. Dataset: Full USPTO retrosynthesis dataset with 1.9M reactions from patents (1976-2016) (1) Given the product [OH:2][CH2:7][C:8]1[CH:9]=[C:10]([CH2:14][C:15]([OH:17])=[O:16])[CH:11]=[CH:12][CH:13]=1, predict the reactants needed to synthesize it. The reactants are: C(=O)([O-])[O-:2].[Ca+2].Br[CH2:7][C:8]1[CH:9]=[C:10]([CH2:14][C:15]([O:17]CC)=[O:16])[CH:11]=[CH:12][CH:13]=1.[OH-].[Na+].Cl. (2) Given the product [CH3:10][N:11]([C:18]1[S:19][C:20]([C:23]2[CH:24]=[N:25][CH:26]=[CH:27][CH:28]=2)=[N:21][N:22]=1)[C:12](=[O:17])[CH2:13][CH2:14][S:15]([CH3:16])=[O:5], predict the reactants needed to synthesize it. The reactants are: B1([O-])OO1.[OH2:5].O.O.O.[Na+].[CH3:10][N:11]([C:18]1[S:19][C:20]([C:23]2[CH:24]=[N:25][CH:26]=[CH:27][CH:28]=2)=[N:21][N:22]=1)[C:12](=[O:17])[CH2:13][CH2:14][S:15][CH3:16]. (3) Given the product [N:49]([CH:21]1[CH2:20][CH:19]([C:13]2[CH:14]=[CH:15][CH:16]=[C:17]([F:18])[C:12]=2[F:11])[CH2:24][N:23]([CH2:25][C:26]([F:29])([F:27])[F:28])[C:22]1=[O:30])=[N+:50]=[N-:51], predict the reactants needed to synthesize it. The reactants are: C[Si]([N-][Si](C)(C)C)(C)C.[Li+].[F:11][C:12]1[C:17]([F:18])=[CH:16][CH:15]=[CH:14][C:13]=1[CH:19]1[CH2:24][N:23]([CH2:25][C:26]([F:29])([F:28])[F:27])[C:22](=[O:30])[CH2:21][CH2:20]1.C(C1C=C(C(C)C)C=C(C(C)C)C=1S([N:49]=[N+:50]=[N-:51])(=O)=O)(C)C.CC(O)=O. (4) Given the product [OH:6][C@H:7]([CH2:9][CH2:10][NH2:11])[CH2:8][C@@H:4]([C:5]([OH:12])=[O:23])[NH2:3], predict the reactants needed to synthesize it. The reactants are: Cl.Cl.[NH2:3][C@H:4]1[CH2:8][C@@H:7]([CH2:9][CH2:10][NH2:11])[O:6][C:5]1=[O:12].C(N(CC)CC)C.FC(F)(F)C(OC(=O)C(F)(F)F)=[O:23].FC(F)(F)C(N[C@H]1C[C@@H](CCNC(=O)C(F)(F)F)OC1=O)=O.FC(F)(F)C(O)=O.C(N(CC)CC)C. (5) Given the product [CH3:1][S:2][C:3]1[CH:4]=[CH:5][C:6]([N:9]([C:10]2[C:19]3[C:14](=[CH:15][CH:16]=[CH:17][CH:18]=3)[N:13]=[C:12]([CH3:20])[N:11]=2)[CH3:23])=[CH:7][CH:8]=1, predict the reactants needed to synthesize it. The reactants are: [CH3:1][S:2][C:3]1[CH:8]=[CH:7][C:6]([NH:9][C:10]2[C:19]3[C:14](=[CH:15][CH:16]=[CH:17][CH:18]=3)[N:13]=[C:12]([CH3:20])[N:11]=2)=[CH:5][CH:4]=1.[H-].[Na+].[CH3:23]I.